Dataset: Full USPTO retrosynthesis dataset with 1.9M reactions from patents (1976-2016). Task: Predict the reactants needed to synthesize the given product. (1) Given the product [I:23][C:6]1[C:2]([CH3:1])=[N:3][N:4]([CH2:18][C:19]([F:22])([F:20])[F:21])[C:5]=1[C:7]1[CH:17]=[CH:16][C:10]2[O:11][CH2:12][C:13](=[O:15])[NH:14][C:9]=2[CH:8]=1, predict the reactants needed to synthesize it. The reactants are: [CH3:1][C:2]1[CH:6]=[C:5]([C:7]2[CH:17]=[CH:16][C:10]3[O:11][CH2:12][C:13](=[O:15])[NH:14][C:9]=3[CH:8]=2)[N:4]([CH2:18][C:19]([F:22])([F:21])[F:20])[N:3]=1.[I:23]N1C(=O)CCC1=O. (2) Given the product [OH:2][CH2:1][C:3]1[N:4]([CH2:21][CH2:22][O:23][CH3:24])/[C:5](=[N:9]/[C:10]([C:12]23[CH2:19][CH:18]4[CH2:20][CH:14]([CH2:15][CH:16]2[CH2:17]4)[CH2:13]3)=[O:11])/[S:6][C:7]=1[CH3:8], predict the reactants needed to synthesize it. The reactants are: [CH:1]([C:3]1[N:4]([CH2:21][CH2:22][O:23][CH3:24])/[C:5](=[N:9]/[C:10]([C:12]23[CH2:19][CH:18]4[CH2:20][CH:14]([CH2:15][CH:16]2[CH2:17]4)[CH2:13]3)=[O:11])/[S:6][C:7]=1[CH3:8])=[O:2].[BH4-].[Na+]. (3) The reactants are: C[O:2][C:3](=O)[C:4]1[CH:9]=[C:8]([Cl:10])[CH:7]=[CH:6][C:5]=1[OH:11].O.[NH2:14][NH2:15].C(O)C. Given the product [Cl:10][C:8]1[CH:9]=[C:4]([C:3]([NH:14][NH2:15])=[O:2])[C:5]([OH:11])=[CH:6][CH:7]=1, predict the reactants needed to synthesize it. (4) Given the product [Cl:13][C:3]1[C:2]([I:1])=[CH:10][C:6]([C:7]([OH:9])=[O:8])=[C:5]([CH3:11])[CH:4]=1, predict the reactants needed to synthesize it. The reactants are: [I:1][C:2]1[C:3](C)=[CH:4][C:5]([CH3:11])=[C:6]([CH:10]=1)[C:7]([OH:9])=[O:8].[Cl:13]C1C=CC(C(O)=O)=C(C)C=1. (5) Given the product [NH:38]1[C:34]([C:30]2[CH:29]=[C:28]([C:24]3[CH:23]=[C:22]([C:20]4[S:21][C:17]5[C:16]([C:42]6[CH:47]=[CH:46][C:45]([Cl:48])=[CH:44][CH:43]=6)=[C:15]([C@H:9]([O:10][C:11]([CH3:13])([CH3:12])[CH3:14])[CH2:8][OH:7])[C:40]([CH3:41])=[CH:39][C:18]=5[N:19]=4)[CH:27]=[CH:26][N:25]=3)[CH:33]=[CH:32][CH:31]=2)=[N:35][N:36]=[N:37]1, predict the reactants needed to synthesize it. The reactants are: C([O:7][CH2:8][C@H:9]([C:15]1[C:40]([CH3:41])=[CH:39][C:18]2[N:19]=[C:20]([C:22]3[CH:27]=[CH:26][N:25]=[C:24]([C:28]4[CH:33]=[CH:32][CH:31]=[C:30]([C:34]5[NH:38][N:37]=[N:36][N:35]=5)[CH:29]=4)[CH:23]=3)[S:21][C:17]=2[C:16]=1[C:42]1[CH:47]=[CH:46][C:45]([Cl:48])=[CH:44][CH:43]=1)[O:10][C:11]([CH3:14])([CH3:13])[CH3:12])(=O)C(C)(C)C.CO.[OH-].[Na+]. (6) Given the product [F:17][C:16]1[CH:15]=[CH:14][CH:13]=[C:12]2[C:11]=1[C:10]([OH:19])=[N:9][N:8]2[C:3]1[CH:4]=[CH:5][CH:6]=[CH:7][C:2]=1[F:1], predict the reactants needed to synthesize it. The reactants are: [F:1][C:2]1[CH:7]=[CH:6][CH:5]=[CH:4][C:3]=1[NH:8][NH:9][C:10](=[O:19])[C:11]1[C:16]([F:17])=[CH:15][CH:14]=[CH:13][C:12]=1N.N([O-])=O.[Na+]. (7) Given the product [C:1]([S:4][C:5]([CH3:19])([CH3:18])[CH:6]([NH:10][C:11]([O:13][C:14]([CH3:17])([CH3:16])[CH3:15])=[O:12])[C:7]([O:9][C@H:32]([C:34]1[CH:39]=[CH:38][C:37]([O:40][CH:41]([F:42])[F:43])=[C:36]([O:44][CH2:45][CH:46]2[CH2:47][CH2:48]2)[CH:35]=1)[CH2:31][C:30]1[C:29]([Cl:49])=[CH:28][N+:27]([O-:50])=[CH:26][C:25]=1[Cl:24])=[O:8])(=[O:3])[CH3:2], predict the reactants needed to synthesize it. The reactants are: [C:1]([S:4][C:5]([CH3:19])([CH3:18])[CH:6]([NH:10][C:11]([O:13][C:14]([CH3:17])([CH3:16])[CH3:15])=[O:12])[C:7]([OH:9])=[O:8])(=[O:3])[CH3:2].C(Cl)CCl.[Cl:24][C:25]1[CH:26]=[N+:27]([O-:50])[CH:28]=[C:29]([Cl:49])[C:30]=1[CH2:31][C@@H:32]([C:34]1[CH:39]=[CH:38][C:37]([O:40][CH:41]([F:43])[F:42])=[C:36]([O:44][CH2:45][CH:46]2[CH2:48][CH2:47]2)[CH:35]=1)O.